From a dataset of Catalyst prediction with 721,799 reactions and 888 catalyst types from USPTO. Predict which catalyst facilitates the given reaction. (1) Reactant: [OH:1][CH2:2][C:3]([CH2:8][OH:9])([CH3:7])[C:4]([OH:6])=[O:5].CO[CH:12](OC)[C:13]1[CH:18]=[CH:17][CH:16]=[CH:15][CH:14]=1.O.C1(C)C=CC(S(O)(=O)=O)=CC=1. Product: [CH3:7][C:3]1([C:4]([OH:6])=[O:5])[CH2:8][O:9][CH:12]([C:13]2[CH:18]=[CH:17][CH:16]=[CH:15][CH:14]=2)[O:1][CH2:2]1. The catalyst class is: 21. (2) Reactant: [C:1]([CH2:4][CH2:5][CH2:6][N:7]1[C:11]2[CH:12]=[CH:13][CH:14]=[C:15]([CH3:16])[C:10]=2[N:9]=[C:8]1[CH2:17][O:18][C:19]1[CH:24]=[CH:23][C:22]([Cl:25])=[CH:21][CH:20]=1)(O)=[O:2].[N:26]1([CH2:32][CH2:33][CH2:34][NH2:35])[CH2:31][CH2:30][CH2:29][CH2:28][CH2:27]1.ON1C2C=CC=CC=2N=N1.C1(N=C=NC2CCCCC2)CCCCC1. Product: [ClH:25].[ClH:25].[N:26]1([CH2:32][CH2:33][CH2:34][NH:35][C:1]([CH2:4][CH2:5][CH2:6][N:7]2[C:11]3[CH:12]=[CH:13][CH:14]=[C:15]([CH3:16])[C:10]=3[N:9]=[C:8]2[CH2:17][O:18][C:19]2[CH:20]=[CH:21][C:22]([Cl:25])=[CH:23][CH:24]=2)=[O:2])[CH2:31][CH2:30][CH2:29][CH2:28][CH2:27]1. The catalyst class is: 9. (3) Reactant: [CH3:1][O:2][C:3]([C:5]1[C:6]([OH:25])=[C:7]2[C:12](=[C:13](Br)[N:14]=1)[N:11]([CH2:16][C:17]1[CH:22]=[CH:21][CH:20]=[CH:19][CH:18]=1)[C:10](=[O:23])[C:9]([CH3:24])=[CH:8]2)=[O:4].C([Sn](CCCC)(CCCC)[C:31]1[CH:32]=[N:33][CH:34]=[CH:35][CH:36]=1)CCC.CCOC(C)=O.Cl. Product: [CH3:1][O:2][C:3]([C:5]1[C:6]([OH:25])=[C:7]2[C:12](=[C:13]([C:31]3[CH:32]=[N:33][CH:34]=[CH:35][CH:36]=3)[N:14]=1)[N:11]([CH2:16][C:17]1[CH:22]=[CH:21][CH:20]=[CH:19][CH:18]=1)[C:10](=[O:23])[C:9]([CH3:24])=[CH:8]2)=[O:4]. The catalyst class is: 510. (4) Reactant: [Cl:1][C:2]1[CH:3]=[C:4]([CH:7]=[C:8]([Cl:27])[C:9]=1[C:10]1[S:11][C:12]2[C:13]([NH:19][C:20]3[CH:25]=[C:24](Cl)[N:23]=[CH:22][N:21]=3)=[N:14][CH:15]=[CH:16][C:17]=2[N:18]=1)[C:5]#[N:6].[CH2:28]([CH2:30][NH2:31])[OH:29]. Product: [Cl:27][C:8]1[CH:7]=[C:4]([CH:3]=[C:2]([Cl:1])[C:9]=1[C:10]1[S:11][C:12]2[C:13]([NH:19][C:20]3[CH:25]=[C:24]([NH:31][CH2:30][CH2:28][OH:29])[N:23]=[CH:22][N:21]=3)=[N:14][CH:15]=[CH:16][C:17]=2[N:18]=1)[C:5]#[N:6]. The catalyst class is: 37.